Predict the reaction yield, written as a fraction of the theoretical maximum amount of product (1.0 means a 100% yield; for example, 0.34 means a 34% yield). From a dataset of Reaction yield outcomes from USPTO patents with 853,638 reactions. The reactants are Cl.[CH3:2][C:3]1[C:7]([CH2:8][N:9]2[CH:13]=[C:12]([NH2:14])[CH:11]=[N:10]2)=[C:6]([CH3:15])[O:5][N:4]=1.[CH3:16][O:17][C:18]1[C:19]([C:28](O)=[O:29])=[CH:20][C:21]2[O:26][CH2:25][CH2:24][O:23][C:22]=2[CH:27]=1. No catalyst specified. The product is [CH3:2][C:3]1[C:7]([CH2:8][N:9]2[CH:13]=[C:12]([NH:14][C:28]([C:19]3[C:18]([O:17][CH3:16])=[CH:27][C:22]4[O:23][CH2:24][CH2:25][O:26][C:21]=4[CH:20]=3)=[O:29])[CH:11]=[N:10]2)=[C:6]([CH3:15])[O:5][N:4]=1. The yield is 0.500.